Dataset: Full USPTO retrosynthesis dataset with 1.9M reactions from patents (1976-2016). Task: Predict the reactants needed to synthesize the given product. (1) The reactants are: O=[C:2]1[CH2:11][CH2:10][CH2:9][C:8]2[CH:7]=[C:6]([NH:12][S:13]([C:16]3[CH:21]=[CH:20][CH:19]=[CH:18][CH:17]=3)(=[O:15])=[O:14])[CH:5]=[CH:4][C:3]1=2.C[Si]([C:26]#[N:27])(C)C. Given the product [C:26]([C:2]1[C:3]2[CH:4]=[CH:5][C:6]([NH:12][S:13]([C:16]3[CH:21]=[CH:20][CH:19]=[CH:18][CH:17]=3)(=[O:15])=[O:14])=[CH:7][C:8]=2[CH2:9][CH2:10][CH:11]=1)#[N:27], predict the reactants needed to synthesize it. (2) Given the product [C:8]([S:16]([C:10]1[CH:15]=[CH:14][CH:13]=[CH:12][CH:11]=1)(=[O:18])=[O:17])#[N:9], predict the reactants needed to synthesize it. The reactants are: FC1C=CC([C:8]#[N:9])=CC=1.[C:10]1([S:16]([O-:18])=[O:17])[CH:15]=[CH:14][CH:13]=[CH:12][CH:11]=1.[Na+].C(=O)([O-])[O-].[K+].[K+]. (3) Given the product [CH3:11][N:12]([CH3:13])[CH2:2][CH2:3][N:4]1[C:8](=[O:9])[CH2:7][S:6][C:5]1=[O:10], predict the reactants needed to synthesize it. The reactants are: Br[CH2:2][CH2:3][N:4]1[C:8](=[O:9])[CH2:7][S:6][C:5]1=[O:10].[CH3:11][NH:12][CH3:13].O. (4) Given the product [NH:25]1[C:20]2[CH:21]=[CH:22][CH:23]=[CH:24][C:19]=2[N:26]=[C:6]1[C:5]1[CH:8]=[CH:9][C:2]([CH3:1])=[C:3]([NH2:10])[CH:4]=1, predict the reactants needed to synthesize it. The reactants are: [CH3:1][C:2]1[CH:9]=[CH:8][C:5]([CH:6]=O)=[CH:4][C:3]=1[N+:10]([O-])=O.S(=O)(=O)(O)[O-].[Na+].[C:19]1([NH2:26])[CH:24]=[CH:23][CH:22]=[CH:21][C:20]=1[NH2:25]. (5) Given the product [CH:19]1([CH2:18][CH2:17][C@H:13]([NH:12][C:1](=[O:10])[C:2]2[CH:7]=[CH:6][CH:5]=[C:4]([O:8][CH3:9])[CH:3]=2)[C:14](=[O:16])[NH:28][CH2:27][CH2:25][N:38]2[C:39]3[C:35](=[CH:34][CH:33]=[CH:32][C:31]=3[O:30][CH3:29])[CH2:36][CH2:37]2)[CH2:24][CH2:23][CH2:22][CH2:21][CH2:20]1, predict the reactants needed to synthesize it. The reactants are: [C:1](Cl)(=[O:10])[C:2]1[CH:7]=[CH:6][CH:5]=[C:4]([O:8][CH3:9])[CH:3]=1.[NH2:12][C@@H:13]([CH2:17][CH2:18][CH:19]1[CH2:24][CH2:23][CH2:22][CH2:21][CH2:20]1)[C:14]([OH:16])=O.[CH2:25]([CH2:27][NH2:28])O.[CH3:29][O:30][C:31]1[CH:32]=[CH:33][CH:34]=[C:35]2[C:39]=1[NH:38][CH2:37][CH2:36]2. (6) Given the product [CH2:1]([O:3][C:4]1[N:8]([CH2:9][C:10]2[CH:11]=[CH:12][C:13]([C:16]3[CH:21]=[CH:20][CH:19]=[CH:18][C:17]=3[C:22](=[N:24][O:25][C:49]([O:51][CH2:52][CH3:53])=[O:50])[NH2:23])=[CH:14][CH:15]=2)[C:7]2[C:26]([C:30]([O:32][CH2:33][C:34]3[O:35][C:36](=[O:40])[O:37][C:38]=3[CH3:39])=[O:31])=[CH:27][CH:28]=[CH:29][C:6]=2[N:5]=1)[CH3:2], predict the reactants needed to synthesize it. The reactants are: [CH2:1]([O:3][C:4]1[N:8]([CH2:9][C:10]2[CH:15]=[CH:14][C:13]([C:16]3[CH:21]=[CH:20][CH:19]=[CH:18][C:17]=3[C:22](=[N:24][OH:25])[NH2:23])=[CH:12][CH:11]=2)[C:7]2[C:26]([C:30]([O:32][CH2:33][C:34]3[O:35][C:36](=[O:40])[O:37][C:38]=3[CH3:39])=[O:31])=[CH:27][CH:28]=[CH:29][C:6]=2[N:5]=1)[CH3:2].C(N(CC)CC)C.Cl[C:49]([O:51][CH2:52][CH3:53])=[O:50].C(=O)(O)[O-].[Na+]. (7) Given the product [Cl:20][C:21]1[C:30]2[CH:29]=[CH:28][CH:27]=[CH:26][C:25]=2[C:24]2[CH2:31][CH2:32][CH2:33][O:35][C:23]=2[N:22]=1, predict the reactants needed to synthesize it. The reactants are: C1(P(C2C=CC=CC=2)C2C=CC=CC=2)C=CC=CC=1.[Cl:20][C:21]1[C:30]2[C:25](=[CH:26][CH:27]=[CH:28][CH:29]=2)[C:24]([CH2:31][CH2:32][CH2:33]O)=[C:23]([OH:35])[N:22]=1.N(C([O-])=O)=NC([O-])=O.